Dataset: Full USPTO retrosynthesis dataset with 1.9M reactions from patents (1976-2016). Task: Predict the reactants needed to synthesize the given product. (1) Given the product [CH:1]([N:4]1[C:8]([C:9]2[CH:14]=[CH:13][N:12]=[C:11]([NH:15][C:16]3[CH:24]=[CH:23][C:19]([C:20]([NH:28][CH3:27])=[O:22])=[C:18]([CH3:25])[N:17]=3)[N:10]=2)=[CH:7][N:6]=[C:5]1[CH3:26])([CH3:2])[CH3:3], predict the reactants needed to synthesize it. The reactants are: [CH:1]([N:4]1[C:8]([C:9]2[CH:14]=[CH:13][N:12]=[C:11]([NH:15][C:16]3[CH:24]=[CH:23][C:19]([C:20]([OH:22])=O)=[C:18]([CH3:25])[N:17]=3)[N:10]=2)=[CH:7][N:6]=[C:5]1[CH3:26])([CH3:3])[CH3:2].[CH3:27][NH2:28].CCO. (2) Given the product [O:12]=[C:10]1[NH:9][C:8]2[N:13]=[CH:14][CH:15]=[CH:16][C:7]=2[C:6]2([CH2:5][C:4]3[C:18](=[CH:19][CH:20]=[C:2]([C:21]([O:24][CH3:26])=[O:23])[CH:3]=3)[CH2:17]2)[O:11]1, predict the reactants needed to synthesize it. The reactants are: I[C:2]1[CH:3]=[C:4]2[C:18](=[CH:19][CH:20]=1)[CH2:17][C:6]1([O:11][C:10](=[O:12])[NH:9][C:8]3[N:13]=[CH:14][CH:15]=[CH:16][C:7]1=3)[CH2:5]2.[C:21]([O-:24])(=[O:23])C.[Na+].[CH2:26](Cl)Cl.[C]=O. (3) Given the product [F:1][C:2]1[CH:7]=[CH:6][C:5]([CH:8]([OH:12])[CH:9]([NH:10][CH2:14][C:15]2[C:24]3[C:19](=[CH:20][CH:21]=[CH:22][CH:23]=3)[CH:18]=[CH:17][CH:16]=2)[CH2:25][C:26]2[CH:31]=[CH:30][C:29]([C:32]([F:35])([F:34])[F:33])=[CH:28][CH:27]=2)=[CH:4][CH:3]=1, predict the reactants needed to synthesize it. The reactants are: [F:1][C:2]1[CH:7]=[CH:6][C:5]([CH:8]2[O:12]C(=O)[N:10]([CH2:14][C:15]3[C:24]4[C:19](=[CH:20][CH:21]=[CH:22][CH:23]=4)[CH:18]=[CH:17][CH:16]=3)[CH:9]2[CH2:25][C:26]2[CH:31]=[CH:30][C:29]([C:32]([F:35])([F:34])[F:33])=[CH:28][CH:27]=2)=[CH:4][CH:3]=1.[OH-].[Na+]. (4) Given the product [Cl:1][C:2]1[N:7]=[C:6]([C:8]2[C:9]([C:13]3[CH:18]=[C:17]([CH3:19])[CH:16]=[C:15]([O:20][CH3:21])[CH:14]=3)=[N:10][N:11]([CH2:34][C:35]#[N:36])[CH:12]=2)[CH:5]=[C:4]([NH:22][CH2:23][C@@H:24]([OH:26])[CH3:25])[N:3]=1, predict the reactants needed to synthesize it. The reactants are: [Cl:1][C:2]1[N:7]=[C:6]([C:8]2[C:9]([C:13]3[CH:18]=[C:17]([CH3:19])[CH:16]=[C:15]([O:20][CH3:21])[CH:14]=3)=[N:10][NH:11][CH:12]=2)[CH:5]=[C:4]([NH:22][CH2:23][C@@H:24]([OH:26])[CH3:25])[N:3]=1.C(=O)([O-])[O-].[K+].[K+].I[CH2:34][C:35]#[N:36].